Regression. Given a target protein amino acid sequence and a drug SMILES string, predict the binding affinity score between them. We predict pKi (pKi = -log10(Ki in M); higher means stronger inhibition). Dataset: bindingdb_ki. From a dataset of Drug-target binding data from BindingDB using Ki measurements. The small molecule is CC[C@H](C)[C@H](NC(=O)[C@H](CCCNC(=N)N)NC(=O)[C@H](CCCNC(=N)N)NC(=O)[C@H](CC(C)C)NC(=O)[C@H](Cc1ccccc1)NC(=O)CNC(=O)CNC(=O)[C@@H](N)Cc1ccc(O)cc1)C(=O)N[C@@H](CCCNC(=N)N)C(=O)N1CCC[C@H]1C(=O)N[C@@H](CCCCN)C(=O)N[C@@H](CC(C)C)C(=O)N[C@@H](CCCCN)C(=O)O. The target protein sequence is MDSPIQIFRGEPGPTCAPSACLPPNSSAWFPGWAEPDSNGSAGSEDAQLEPAHISPAIPVIITAVYSVVFVVGLVGNSLVMFVIIRYTKMKTATNIYIFNLALADALVTTTMPFQSTVYLMNSWPFGDVLCKIVISIDYYNMFTSIFTLTMMSVDRYIAVCHPVKALDFRTPLKAKIINICIWLLSSSVGISAIVLGGTKVREDVDVIECSLQFPDDDYSWWDLFMKICVFIFAFVIPVLIIIVCYTLMILRLKSVRLLSGSREKDRNLRRITRLVLVVVAVFVVCWTPIHIFILVEALGSTSHSTAALSSYYFCAALGYTNSSLNPILYAFLDENFKRCFRDFCFPLKMRMERQSTSRVRNTVQDPAYLRDIDGMNKPV. The pKi is 6.7.